From a dataset of Forward reaction prediction with 1.9M reactions from USPTO patents (1976-2016). Predict the product of the given reaction. (1) Given the reactants C[O:2][C:3]([C:5]1[CH:10]=[CH:9][C:8]([C:11]2[CH:16]=[CH:15][C:14]([CH:17]([CH3:32])[C:18]([OH:31])([C:23]3[CH:24]=[N:25][C:26]([O:29]C)=[CH:27][CH:28]=3)[C:19]([F:22])([F:21])[F:20])=[C:13]([Cl:33])[CH:12]=2)=[CH:7][C:6]=1[F:34])=[O:4].Cl.[OH-].[Na+], predict the reaction product. The product is: [Cl:33][C:13]1[CH:12]=[C:11]([C:8]2[CH:9]=[CH:10][C:5]([C:3]([OH:4])=[O:2])=[C:6]([F:34])[CH:7]=2)[CH:16]=[CH:15][C:14]=1[CH:17]([CH3:32])[C:18]([OH:31])([C:23]1[CH:28]=[CH:27][C:26](=[O:29])[NH:25][CH:24]=1)[C:19]([F:22])([F:21])[F:20]. (2) Given the reactants [C:1]([NH:4][C:5]1[CH:10]=[CH:9][C:8]([C:11]2[CH:16]=[CH:15][CH:14]=[C:13]([C:17]([O:19][CH2:20][CH3:21])=[O:18])[CH:12]=2)=[CH:7][C:6]=1[NH2:22])(=O)[CH3:2].Br[CH2:24][C:25]1[CH:30]=[CH:29][C:28]([O:31][CH2:32][CH3:33])=[CH:27][C:26]=1[Cl:34], predict the reaction product. The product is: [Cl:34][C:26]1[CH:27]=[C:28]([O:31][CH2:32][CH3:33])[CH:29]=[CH:30][C:25]=1[CH2:24][N:22]1[C:6]2[CH:7]=[C:8]([C:11]3[CH:12]=[C:13]([CH:14]=[CH:15][CH:16]=3)[C:17]([O:19][CH2:20][CH3:21])=[O:18])[CH:9]=[CH:10][C:5]=2[N:4]=[C:1]1[CH3:2]. (3) Given the reactants [I:1]Cl.ClCCl.[Cl:6][C:7]1[N:8]=[C:9]2[CH:15]=[CH:14][NH:13][C:10]2=[N:11][CH:12]=1, predict the reaction product. The product is: [Cl:6][C:7]1[N:8]=[C:9]2[C:15]([I:1])=[CH:14][NH:13][C:10]2=[N:11][CH:12]=1. (4) Given the reactants [CH3:1][C:2]1[C:6]([C:7]2[C:16]3[O:15][CH2:14][C@H:13]([C:17]4[CH:22]=[CH:21][CH:20]=[CH:19][N:18]=4)[N:12]4[C:23](=[O:25])[NH:24][C:10]([C:11]=34)=[C:9]([CH:26]=[O:27])[CH:8]=2)=[C:5]([CH3:28])[O:4][N:3]=1.[BH4-].[Na+], predict the reaction product. The product is: [CH3:1][C:2]1[C:6]([C:7]2[C:16]3[O:15][CH2:14][CH:13]([C:17]4[CH:22]=[CH:21][CH:20]=[CH:19][N:18]=4)[N:12]4[C:23](=[O:25])[NH:24][C:10]([C:11]=34)=[C:9]([CH2:26][OH:27])[CH:8]=2)=[C:5]([CH3:28])[O:4][N:3]=1. (5) Given the reactants Cl[C:2]1[N:7]=[C:6]([NH:8][CH:9]2[CH:14]3[CH2:15][CH2:16][CH:11]([CH2:12][CH2:13]3)[CH:10]2[C:17]([O:19][CH3:20])=[O:18])[CH:5]=[N:4][CH:3]=1.[O-]P([O-])([O-])=O.[K+].[K+].[K+].[F:29][C:30]1[CH:31]=[C:32]2[C:38](B3OC(C)(C)C(C)(C)O3)=[N:37][N:36]([C:48]([C:61]3[CH:66]=[CH:65][CH:64]=[CH:63][CH:62]=3)([C:55]3[CH:60]=[CH:59][CH:58]=[CH:57][CH:56]=3)[C:49]3[CH:54]=[CH:53][CH:52]=[CH:51][CH:50]=3)[C:33]2=[N:34][CH:35]=1.CC(C1C=C(C(C)C)C(C2C=CC=CC=2P(C2CCCCC2)C2CCCCC2)=C(C(C)C)C=1)C, predict the reaction product. The product is: [F:29][C:30]1[CH:31]=[C:32]2[C:38]([C:2]3[N:7]=[C:6]([NH:8][CH:9]4[CH:14]5[CH2:15][CH2:16][CH:11]([CH2:12][CH2:13]5)[CH:10]4[C:17]([O:19][CH3:20])=[O:18])[CH:5]=[N:4][CH:3]=3)=[N:37][N:36]([C:48]([C:49]3[CH:50]=[CH:51][CH:52]=[CH:53][CH:54]=3)([C:55]3[CH:56]=[CH:57][CH:58]=[CH:59][CH:60]=3)[C:61]3[CH:66]=[CH:65][CH:64]=[CH:63][CH:62]=3)[C:33]2=[N:34][CH:35]=1.